Dataset: CYP1A2 inhibition data for predicting drug metabolism from PubChem BioAssay. Task: Regression/Classification. Given a drug SMILES string, predict its absorption, distribution, metabolism, or excretion properties. Task type varies by dataset: regression for continuous measurements (e.g., permeability, clearance, half-life) or binary classification for categorical outcomes (e.g., BBB penetration, CYP inhibition). Dataset: cyp1a2_veith. (1) The compound is CCOc1ccc(-c2cc(CCCC(=O)NCCc3ccc(OC)c(OC)c3OC)no2)cc1. The result is 1 (inhibitor). (2) The drug is Cc1ccccc1-c1cncnc1NCc1cccs1. The result is 1 (inhibitor).